Task: Binary Classification. Given a drug SMILES string, predict its activity (active/inactive) in a high-throughput screening assay against a specified biological target.. Dataset: HIV replication inhibition screening data with 41,000+ compounds from the AIDS Antiviral Screen The drug is C1CNCCNCCNCCN1. The result is 0 (inactive).